This data is from Forward reaction prediction with 1.9M reactions from USPTO patents (1976-2016). The task is: Predict the product of the given reaction. (1) Given the reactants [Cl:1][C:2]1[CH:7]=[CH:6][C:5]([C@@H:8]2[C@:10]3([C:18]4[C:13](=[CH:14][CH:15]=[CH:16][CH:17]=4)[NH:12][C:11]3=[O:19])[CH2:9]2)=[CH:4][CH:3]=1.C([O-])([O-])=O.[K+].[K+].CNCCNC.I[C:33]1[CH:34]=[C:35]([CH:41]=[CH:42][CH:43]=1)[C:36]([O:38][CH2:39]C)=[O:37], predict the reaction product. The product is: [CH3:39][O:38][C:36](=[O:37])[C:35]1[CH:41]=[CH:42][CH:43]=[C:33]([N:12]2[C:13]3[C:18](=[CH:17][CH:16]=[CH:15][CH:14]=3)[C@:10]3([CH2:9][C@H:8]3[C:5]3[CH:4]=[CH:3][C:2]([Cl:1])=[CH:7][CH:6]=3)[C:11]2=[O:19])[CH:34]=1. (2) Given the reactants [N+:1]([C:4]1[CH:9]=[CH:8][C:7]([CH:10]2[S:22][C:13]3=[N:14][C:15]4[C:20]([CH2:21][N:12]3[C:11]2=[O:23])=[CH:19][CH:18]=[CH:17][CH:16]=4)=[CH:6][CH:5]=1)([O-])=O, predict the reaction product. The product is: [NH2:1][C:4]1[CH:9]=[CH:8][C:7]([CH:10]2[S:22][C:13]3=[N:14][C:15]4[C:20]([CH2:21][N:12]3[C:11]2=[O:23])=[CH:19][CH:18]=[CH:17][CH:16]=4)=[CH:6][CH:5]=1. (3) Given the reactants [Cl:1][C:2]1[CH:7]=[CH:6][C:5]([C:8]2[N:9]=[C:10]([CH2:24][O:25][CH2:26][C:27]3[CH:32]=[CH:31][C:30]([F:33])=[CH:29][CH:28]=3)[C:11]([C:21]([OH:23])=[O:22])=[N:12][C:13]=2[C:14]2[CH:19]=[CH:18][C:17]([Cl:20])=[CH:16][CH:15]=2)=[CH:4][CH:3]=1.[CH3:34][Si](C=[N+]=[N-])(C)C, predict the reaction product. The product is: [Cl:1][C:2]1[CH:3]=[CH:4][C:5]([C:8]2[N:9]=[C:10]([CH2:24][O:25][CH2:26][C:27]3[CH:28]=[CH:29][C:30]([F:33])=[CH:31][CH:32]=3)[C:11]([C:21]([O:23][CH3:34])=[O:22])=[N:12][C:13]=2[C:14]2[CH:15]=[CH:16][C:17]([Cl:20])=[CH:18][CH:19]=2)=[CH:6][CH:7]=1. (4) Given the reactants [C:1]1([C:7]2([CH3:18])[C:12](=[O:13])[N:11]([CH2:14][CH3:15])[C:10](=[O:16])[NH:9][C:8]2=[O:17])[CH2:6][CH2:5][CH2:4][CH2:3][CH:2]=1.Br.Br[CH2:21][C:22]([C:24]1[CH:25]=[N:26][CH:27]=[CH:28][CH:29]=1)=[O:23], predict the reaction product. The product is: [C:1]1([C:7]2([CH3:18])[C:12](=[O:13])[N:11]([CH2:14][CH3:15])[C:10](=[O:16])[N:9]([CH2:21][C:22](=[O:23])[C:24]3[CH:25]=[N:26][CH:27]=[CH:28][CH:29]=3)[C:8]2=[O:17])[CH2:6][CH2:5][CH2:4][CH2:3][CH:2]=1. (5) The product is: [OH:35][CH2:34][C:29]1[CH:30]=[CH:31][C:32]([CH3:33])=[C:27]([N:26]([CH3:36])[C:24]2[CH:23]=[CH:22][N:21]=[C:20]([NH:1][C:2]3[CH:3]=[C:4]([CH:10]=[C:11]([N:13]4[CH2:14][CH2:15][O:16][CH2:17][CH2:18]4)[CH:12]=3)[C:5]([O:7][CH2:8][CH3:9])=[O:6])[N:25]=2)[CH:28]=1. Given the reactants [NH2:1][C:2]1[CH:3]=[C:4]([CH:10]=[C:11]([N:13]2[CH2:18][CH2:17][O:16][CH2:15][CH2:14]2)[CH:12]=1)[C:5]([O:7][CH2:8][CH3:9])=[O:6].Cl[C:20]1[N:25]=[C:24]([N:26]([CH3:36])[C:27]2[CH:28]=[C:29]([CH2:34][OH:35])[CH:30]=[CH:31][C:32]=2[CH3:33])[CH:23]=[CH:22][N:21]=1, predict the reaction product. (6) Given the reactants [CH3:1][CH2:2][CH2:3][CH2:4][CH2:5][CH2:6][CH2:7][CH2:8]/[CH:9]=[CH:10]\[CH2:11][CH2:12][CH2:13][CH2:14][CH2:15][CH2:16][CH2:17][C:18]([O:20][CH2:21][C@@H:22]([O:35][C:36]([CH2:38][CH2:39][CH2:40][CH2:41][CH2:42][CH2:43][CH2:44]/[CH:45]=[CH:46]\[CH2:47][CH2:48][CH2:49][CH2:50][CH2:51][CH2:52][CH2:53][CH3:54])=[O:37])[CH2:23][O:24][P:25]([O:28][CH2:29][CH2:30][N+:31]([CH3:34])([CH3:33])[CH3:32])([O-:27])=[O:26])=[O:19].CCCCCCCCCCCCCCCC(OC[C@@H](OC(CCCCCCC/C=C\CCCCCCCC)=O)COP([O-])(O)=O)=O.[Na+].C(NCCOP(O)(=O)OC[C@H](OC(=O)CCCCCCCCCCCCCCC)COC(=O)CCCCCCCCCCCCCCC)(=O)CCCC[C@H]1[C@@H]2[C@@H](NC(N2)=O)CS1, predict the reaction product. The product is: [CH3:1][CH2:2][CH2:3][CH2:4][CH2:5][CH2:6][CH2:7][CH2:8]/[CH:9]=[CH:10]\[CH2:11][CH2:12][CH2:13][CH2:14][CH2:15][CH2:16][CH2:17][C:18]([O:20][CH2:21][C@@H:22]([O:35][C:36]([CH2:38][CH2:39][CH2:40][CH2:41][CH2:42][CH2:43][CH2:44]/[CH:45]=[CH:46]\[CH2:47][CH2:48][CH2:49][CH2:50][CH2:51][CH2:52][CH2:53][CH3:54])=[O:37])[CH2:23][O:24][P:25]([O:28][CH2:29][CH2:30][N+:31]([CH3:34])([CH3:32])[CH3:33])([O-:27])=[O:26])=[O:19].